This data is from Merck oncology drug combination screen with 23,052 pairs across 39 cell lines. The task is: Regression. Given two drug SMILES strings and cell line genomic features, predict the synergy score measuring deviation from expected non-interaction effect. Drug 1: N#Cc1ccc(Cn2cncc2CN2CCN(c3cccc(Cl)c3)C(=O)C2)cc1. Drug 2: CS(=O)(=O)CCNCc1ccc(-c2ccc3ncnc(Nc4ccc(OCc5cccc(F)c5)c(Cl)c4)c3c2)o1. Cell line: SW620. Synergy scores: synergy=4.19.